Predict the reaction yield, written as a fraction of the theoretical maximum amount of product (1.0 means a 100% yield; for example, 0.34 means a 34% yield). From a dataset of Reaction yield outcomes from USPTO patents with 853,638 reactions. (1) The reactants are [CH3:1][CH2:2][CH2:3][C:4]1[CH:5]=[C:6]([C:10]([NH2:12])=[S:11])[CH:7]=[CH:8][N:9]=1.Br[CH2:14][C:15]([C:17]1[CH:22]=[CH:21][C:20]([CH3:23])=[CH:19][CH:18]=1)=O. The catalyst is C(O)C. The product is [CH3:1][CH2:2][CH2:3][C:4]1[CH:5]=[C:6]([C:10]2[S:11][CH:14]=[C:15]([C:17]3[CH:18]=[CH:19][C:20]([CH3:23])=[CH:21][CH:22]=3)[N:12]=2)[CH:7]=[CH:8][N:9]=1. The yield is 0.830. (2) The reactants are [C:1](/[CH:3]=[CH:4]/[S:5]([C:8]1[CH:13]=[CH:12][C:11]([C:14]([CH3:19])([CH3:18])[C:15]([OH:17])=O)=[CH:10][CH:9]=1)(=[O:7])=[O:6])#[N:2].[NH:20]1[CH2:25][CH2:24][CH2:23][CH2:22][CH2:21]1.Cl.CN(C)CCCN=C=NCC.ON1C2C=CC=CC=2N=N1. The catalyst is C(Cl)Cl. The product is [CH3:18][C:14]([C:11]1[CH:10]=[CH:9][C:8]([S:5](/[CH:4]=[CH:3]/[C:1]#[N:2])(=[O:6])=[O:7])=[CH:13][CH:12]=1)([CH3:19])[C:15](=[O:17])[N:20]1[CH2:25][CH2:24][CH2:23][CH2:22][CH2:21]1. The yield is 0.270. (3) The reactants are [NH2:1][C:2]1[CH:10]=[CH:9][C:8]([C:11]2[CH:12]=[C:13]3[C:19]([C:20]4[CH:25]=[CH:24][CH:23]=[CH:22][C:21]=4[O:26][CH3:27])=[N:18][NH:17][C:14]3=[N:15][CH:16]=2)=[CH:7][C:3]=1[C:4]([OH:6])=O.F[P-](F)(F)(F)(F)F.N1(OC(N(C)C)=[N+](C)C)[C:39]2[N:40]=[CH:41][CH:42]=C[C:38]=2N=N1.C(N(C(C)C)CC)(C)C.C(NCC)C.C(=O)(O)[O-].[Na+]. The catalyst is CN(C=O)C.ClCCl. The product is [NH2:1][C:2]1[CH:10]=[CH:9][C:8]([C:11]2[CH:12]=[C:13]3[C:19]([C:20]4[CH:25]=[CH:24][CH:23]=[CH:22][C:21]=4[O:26][CH3:27])=[N:18][NH:17][C:14]3=[N:15][CH:16]=2)=[CH:7][C:3]=1[C:4]([N:40]([CH2:41][CH3:42])[CH2:39][CH3:38])=[O:6]. The yield is 0.0700. (4) The reactants are [Cl:1][C:2]1[C:7]2[C:8](=[O:22])[N:9]([CH2:11][C:12]3[CH:17]=[CH:16][C:15]([O:18][CH3:19])=[CH:14][C:13]=3[O:20][CH3:21])[CH2:10][C:6]=2[C:5]([F:23])=[C:4](Cl)[N:3]=1.[NH2:25][C@@H:26]1[CH2:31][CH2:30][CH2:29][CH2:28][C@@H:27]1[NH:32][C:33](=[O:39])[O:34][C:35]([CH3:38])([CH3:37])[CH3:36].C(N(C(C)C)CC)(C)C.O. The catalyst is C(#N)C.CCOC(C)=O. The product is [Cl:1][C:2]1[C:7]2[C:8](=[O:22])[N:9]([CH2:11][C:12]3[CH:17]=[CH:16][C:15]([O:18][CH3:19])=[CH:14][C:13]=3[O:20][CH3:21])[CH2:10][C:6]=2[C:5]([F:23])=[C:4]([NH:25][C@@H:26]2[CH2:31][CH2:30][CH2:29][CH2:28][C@@H:27]2[NH:32][C:33](=[O:39])[O:34][C:35]([CH3:37])([CH3:36])[CH3:38])[N:3]=1. The yield is 0.466. (5) The reactants are [NH2:1][C@H:2]([C:4]1[C:5](=[O:15])[NH:6][C:7]2[C:12]([CH:13]=1)=[CH:11][C:10]([Cl:14])=[CH:9][CH:8]=2)[CH3:3].Cl[C:17]1[N:22]=[C:21]([N:23]2[C:27]([CH3:28])=[C:26]([CH3:29])[N:25]=[CH:24]2)[CH:20]=[CH:19][N:18]=1.CCN(C(C)C)C(C)C.O. The catalyst is CS(C)=O. The product is [Cl:14][C:10]1[CH:11]=[C:12]2[C:7](=[CH:8][CH:9]=1)[NH:6][C:5](=[O:15])[C:4]([C@@H:2]([NH:1][C:17]1[N:22]=[C:21]([N:23]3[C:27]([CH3:28])=[C:26]([CH3:29])[N:25]=[CH:24]3)[CH:20]=[CH:19][N:18]=1)[CH3:3])=[CH:13]2. The yield is 0.174. (6) The reactants are [CH2:1]([NH:3][CH2:4][CH2:5][NH:6][CH2:7][CH3:8])[CH3:2].[ClH:9]. The catalyst is C(O)C. The product is [ClH:9].[ClH:9].[CH2:1]([NH:3][CH2:4][CH2:5][NH:6][CH2:7][CH3:8])[CH3:2]. The yield is 1.00. (7) The reactants are [CH3:1][N:2]1[C:6]([CH:7]=O)=[CH:5][N:4]=[CH:3]1.[NH:9]1[CH:13]=[CH:12][CH:11]=[CH:10]1. The catalyst is C(O)(=O)CC. The product is [CH3:1][N:2]1[C:6]([C:7]2[C:13]3[NH:9][C:10]([C:7]([C:6]4[N:2]([CH3:1])[CH:3]=[N:4][CH:5]=4)=[C:10]4[N:9]=[C:13]([C:7]([C:6]5[N:2]([CH3:1])[CH:3]=[N:4][CH:5]=5)=[C:10]5[NH:9][C:13](=[C:7]([C:6]6[N:2]([CH3:1])[CH:3]=[N:4][CH:5]=6)[C:10]6[CH:11]=[CH:12][C:13]=2[N:9]=6)[CH:12]=[CH:11]5)[CH:12]=[CH:11]4)=[CH:11][CH:12]=3)=[CH:5][N:4]=[CH:3]1. The yield is 0.210. (8) The reactants are [F:1][C:2]1[CH:3]=[C:4]([C:12]2[CH:21]=[CH:20][C:19]3[C:14](=[C:15]([N+:22]([O-])=O)[CH:16]=[CH:17][CH:18]=3)[N:13]=2)[CH:5]=[C:6]([C:8]([F:11])([F:10])[F:9])[CH:7]=1.[Cl-].[NH4+]. The catalyst is C(O)(C)C.O.[Fe]. The product is [F:1][C:2]1[CH:3]=[C:4]([C:12]2[CH:21]=[CH:20][C:19]3[C:14](=[C:15]([NH2:22])[CH:16]=[CH:17][CH:18]=3)[N:13]=2)[CH:5]=[C:6]([C:8]([F:10])([F:11])[F:9])[CH:7]=1. The yield is 0.490. (9) The reactants are [NH2:1][C@@H:2]([C:4]1[CH:9]=[CH:8][C:7]([C:10]2[C:11]3[C:12]4[CH:24]=[CH:23][S:22][C:13]=4[C:14](=[O:21])[NH:15][C:16]=3[CH:17]=[CH:18][C:19]=2[OH:20])=[CH:6][CH:5]=1)[CH3:3].[CH3:25][S:26](Cl)(=[O:28])=[O:27].C(Cl)Cl.C1COCC1.C(N(CC)C(C)C)(C)C. The product is [OH:20][C:19]1[CH:18]=[CH:17][C:16]2[NH:15][C:14](=[O:21])[C:13]3[S:22][CH:23]=[CH:24][C:12]=3[C:11]=2[C:10]=1[C:7]1[CH:6]=[CH:5][C:4]([C@H:2]([NH:1][S:26]([CH3:25])(=[O:28])=[O:27])[CH3:3])=[CH:9][CH:8]=1. The catalyst is CN(C=O)C. The yield is 0.0200.